Dataset: Reaction yield outcomes from USPTO patents with 853,638 reactions. Task: Predict the reaction yield, written as a fraction of the theoretical maximum amount of product (1.0 means a 100% yield; for example, 0.34 means a 34% yield). (1) The catalyst is C(OCC)(=O)C.CCOCC.[Pd]. The product is [Cl:1][C:2]1[CH:3]=[C:4]([C:8]2[C:13]3[N:14]=[CH:15][S:16][C:12]=3[CH:11]=[C:10]([CH2:17][C:18]3[CH:19]=[CH:20][C:21]([NH2:24])=[CH:22][CH:23]=3)[CH:9]=2)[CH:5]=[CH:6][CH:7]=1. The reactants are [Cl:1][C:2]1[CH:3]=[C:4]([C:8]2[C:13]3[N:14]=[CH:15][S:16][C:12]=3[CH:11]=[C:10]([CH2:17][C:18]3[CH:23]=[CH:22][C:21]([N+:24]([O-])=O)=[CH:20][CH:19]=3)[CH:9]=2)[CH:5]=[CH:6][CH:7]=1.Cl. The yield is 0.310. (2) The catalyst is CO.[OH-].[OH-].[Pd+2]. The yield is 0.790. The product is [CH2:27]([N:18]1[CH:19]=[C:20]([C:21]2[CH:26]=[CH:25][N:24]=[CH:23][CH:22]=2)[C:16]([C:11]2[C:10]([F:29])=[C:9]([NH2:8])[CH:14]=[CH:13][C:12]=2[F:15])=[N:17]1)[CH3:28]. The reactants are C([N:8](CC1C=CC=CC=1)[C:9]1[CH:14]=[CH:13][C:12]([F:15])=[C:11]([C:16]2[C:20]([C:21]3[CH:26]=[CH:25][N:24]=[CH:23][CH:22]=3)=[CH:19][N:18]([CH2:27][CH3:28])[N:17]=2)[C:10]=1[F:29])C1C=CC=CC=1. (3) The reactants are [CH2:1]([OH:23])[C@H:2]1[O:7][C@H:6]([O:8][C@H:9]2[O:14][C@H:13]([CH2:15][OH:16])[C@@H:12]([OH:17])[C@H:11]([OH:18])[C@H:10]2[OH:19])[C@H:5]([OH:20])[C@@H:4]([OH:21])[C@@H:3]1[OH:22].[P:24]([O-:28])([O-:27])([O-:26])=[O:25].[Na+].[Na+].[Na+]. The yield is 0.0925. The catalyst is O. The product is [CH2:15]([OH:16])[C@H:13]1[O:14][C@H:9]([O:8][C@H:6]2[O:7][C@H:2]([CH2:1][OH:23])[C@@H:3]([OH:22])[C@H:4]([OH:21])[C@H:5]2[OH:20])[C@H:10]([OH:19])[C@@H:11]([OH:18])[C@@H:12]1[OH:17].[P:24]([O-:28])([O-:27])([O-:26])=[O:25].